This data is from Forward reaction prediction with 1.9M reactions from USPTO patents (1976-2016). The task is: Predict the product of the given reaction. (1) Given the reactants [C:1]1([N+:7]2[N-:8]OC(=O)[CH:11]=2)[CH:6]=[CH:5][CH:4]=[CH:3][CH:2]=1.[C:13]([C:15]1[CH:20]=[CH:19][CH:18]=[CH:17][N:16]=1)#[CH:14], predict the reaction product. The product is: [C:1]1([N:7]2[CH:11]=[C:13]([C:15]3[CH:20]=[CH:19][CH:18]=[CH:17][N:16]=3)[CH:14]=[N:8]2)[CH:6]=[CH:5][CH:4]=[CH:3][CH:2]=1. (2) Given the reactants P([O-])([O-])([O-])=O.[Cl:6][C:7]1[N:12]=[C:11]([CH2:13][OH:14])[CH:10]=[CH:9][C:8]=1[C:15]1([F:19])[CH2:18][CH2:17][CH2:16]1.Cl([O-])=[O:21].[Na+].Cl[O-].[Na+].[OH-].[Na+].Cl, predict the reaction product. The product is: [Cl:6][C:7]1[N:12]=[C:11]([C:13]([OH:21])=[O:14])[CH:10]=[CH:9][C:8]=1[C:15]1([F:19])[CH2:18][CH2:17][CH2:16]1.